Dataset: Full USPTO retrosynthesis dataset with 1.9M reactions from patents (1976-2016). Task: Predict the reactants needed to synthesize the given product. The reactants are: [C:1]1([NH:7][C@@H:8]2[CH2:13][CH2:12][CH2:11][CH2:10][C@@H:9]2[NH:14]C(OC(C)(C)C)=O)[CH:6]=[CH:5][CH:4]=[CH:3][CH:2]=1.FC(F)(F)C(O)=O. Given the product [C:1]1([NH:7][C@@H:8]2[CH2:13][CH2:12][CH2:11][CH2:10][C@@H:9]2[NH2:14])[CH:2]=[CH:3][CH:4]=[CH:5][CH:6]=1, predict the reactants needed to synthesize it.